Dataset: Full USPTO retrosynthesis dataset with 1.9M reactions from patents (1976-2016). Task: Predict the reactants needed to synthesize the given product. (1) Given the product [Cl:1][C:2]1[CH:3]=[C:4]([C:9]2[CH:13]=[C:12]([C:14]([N:16]3[CH2:20][CH2:19][S:18](=[O:40])(=[O:21])[CH2:17]3)=[O:15])[O:11][C:10]=2[C:22]2[CH:23]=[C:24]([C:28]#[N:29])[CH:25]=[CH:26][CH:27]=2)[CH:5]=[C:6]([F:8])[CH:7]=1, predict the reactants needed to synthesize it. The reactants are: [Cl:1][C:2]1[CH:3]=[C:4]([C:9]2[CH:13]=[C:12]([C:14]([N:16]3[CH2:20][CH2:19][S:18](=[O:21])[CH2:17]3)=[O:15])[O:11][C:10]=2[C:22]2[CH:23]=[C:24]([C:28]#[N:29])[CH:25]=[CH:26][CH:27]=2)[CH:5]=[C:6]([F:8])[CH:7]=1.ClC1C=C(C2C=C(C(N3CCSC3)=O)[O:40]C=2C2C=C(C#N)C=CC=2)C=C(F)C=1.ClC1C=CC=C(C(OO)=O)C=1. (2) Given the product [Cl:15][C:16]1[CH:21]=[C:20]([O:7][CH2:6][C:5]([C:9]([F:11])([F:10])[F:12])([C:4]([F:13])([F:14])[F:3])[CH3:8])[N:19]=[CH:18][N:17]=1, predict the reactants needed to synthesize it. The reactants are: [H-].[Na+].[F:3][C:4]([F:14])([F:13])[C:5]([C:9]([F:12])([F:11])[F:10])([CH3:8])[CH2:6][OH:7].[Cl:15][C:16]1[CH:21]=[C:20](Cl)[N:19]=[CH:18][N:17]=1.[Cl-].[NH4+]. (3) Given the product [OH:33][C@H:34]1[C@@H:41]2[N:37]([C:38](=[O:55])[N:7]([C:6]3[CH:5]=[C:4]([C:10]4[CH:15]=[CH:14][C:13]([O:16][CH3:17])=[CH:12][CH:11]=4)[C:3]([C:1]#[N:2])=[CH:9][CH:8]=3)[C:40]2=[O:42])[CH2:36][CH2:35]1, predict the reactants needed to synthesize it. The reactants are: [C:1]([C:3]1[CH:9]=[CH:8][C:6]([NH2:7])=[CH:5][C:4]=1[C:10]1[CH:15]=[CH:14][C:13]([O:16][CH3:17])=[CH:12][CH:11]=1)#[N:2].N(C1C2CCCCC=2C(C#N)=CC=1)=C=O.[OH:33][C@H:34]1[C@@H:41]2[N:37]([C:38](=[O:55])N(C3C4CCCCC=4C(C#N)=CC=3)[C:40]2=[O:42])[CH2:36][CH2:35]1. (4) Given the product [CH2:2]([O:9][C:10]1[CH:15]=[CH:14][C:13]([N:16]2[CH2:21][CH2:20][N:19]([CH2:22][CH2:23][C:24]([N:74]3[CH2:75][CH2:76][CH:71]([NH:70][C:67]4[CH:68]=[CH:69][C:64]([N+:61]([O-:63])=[O:62])=[C:65]([C:77]([F:78])([F:79])[F:80])[CH:66]=4)[CH2:72][CH2:73]3)=[O:25])[CH2:18][CH2:17]2)=[CH:12][CH:11]=1)[C:3]1[CH:4]=[CH:5][CH:6]=[CH:7][CH:8]=1, predict the reactants needed to synthesize it. The reactants are: [Li+].[CH2:2]([O:9][C:10]1[CH:15]=[CH:14][C:13]([N:16]2[CH2:21][CH2:20][N:19]([CH2:22][CH2:23][C:24]([O-])=[O:25])[CH2:18][CH2:17]2)=[CH:12][CH:11]=1)[C:3]1[CH:8]=[CH:7][CH:6]=[CH:5][CH:4]=1.C(N(C(C)C)CC)(C)C.F[P-](F)(F)(F)(F)F.CN(C)C(ON1C2C=CC=CC=2N=N1)=[N+](C)C.Cl.[N+:61]([C:64]1[CH:69]=[CH:68][C:67]([NH:70][CH:71]2[CH2:76][CH2:75][NH:74][CH2:73][CH2:72]2)=[CH:66][C:65]=1[C:77]([F:80])([F:79])[F:78])([O-:63])=[O:62].